From a dataset of Experimentally validated miRNA-target interactions with 360,000+ pairs, plus equal number of negative samples. Binary Classification. Given a miRNA mature sequence and a target amino acid sequence, predict their likelihood of interaction. (1) The miRNA is hsa-miR-519e-5p with sequence UUCUCCAAAAGGGAGCACUUUC. The protein sequence of the target gene is MRSEGAAPGPAAPLCGALSLLLGALLGKVIEGHGVTDNIQRFSSLPPYLPVSYHILRAETSFFLKEANQDLLRNSSLQARVESFFTYKTRQPPVLNASYGPFSVEKVVPLDLMLTSNFLGPTNKFSFDWKLKAHILRDKVYLSRPKVQVLFHIMGRDWDDHGAGEKLPCLRVFAFRETREVRGSCRLKGDLGLCVAELELLSSWFSAPTVGAGRKKSMDQPEGTPVELYYTVHPGNERGDCAGGDFRKGNAIRPGKDGLEETTSHLQRIGTVGLYRAQDSAQLSELRLDGNVVIWLPSRP.... Result: 0 (no interaction). (2) The miRNA is hsa-miR-6791-5p with sequence CCCCUGGGGCUGGGCAGGCGGA. The protein sequence of the target gene is MTVLEAVLEIQAITGSRLLSMVPGPARPPGSCWDPTQCTRTWLLSHTPRRRWISGLPRASCRLGEEPPPLPYCDQAYGEELSIRHRETWAWLSRTDTAWPGAPGVKQARILGELLLV. Result: 0 (no interaction).